This data is from Forward reaction prediction with 1.9M reactions from USPTO patents (1976-2016). The task is: Predict the product of the given reaction. (1) Given the reactants I[C:2]1[C:7]([CH3:8])=[C:6]([CH3:9])[CH:5]=[CH:4][C:3]=1[N+:10]([O-:12])=[O:11], predict the reaction product. The product is: [CH3:8][C:7]1[C:6]([CH3:9])=[CH:5][CH:4]=[C:3]([N+:10]([O-:12])=[O:11])[C:2]=1[C:2]1[C:3]([N+:10]([O-:12])=[O:11])=[CH:4][CH:5]=[C:6]([CH3:9])[C:7]=1[CH3:8]. (2) The product is: [CH2:4]([N:3]([CH2:2][CH3:1])[CH2:6][CH2:7][NH:8][C:9]1[C:10]2=[C:11]3[C:12]([N:15]=[CH:16][N:17]3[C:18]3[C:19]([C:20]2=[O:21])=[CH:22][C:23]([O:26][C:30](=[O:34])[CH2:31][CH2:32][CH3:33])=[CH:24][CH:25]=3)=[CH:13][CH:14]=1)[CH3:5]. Given the reactants [CH3:1][CH2:2][N:3]([CH2:6][CH2:7][NH:8][C:9]1[CH:14]=[CH:13][C:12]2[N:15]=[CH:16][N:17]3[C:18]4[CH:25]=[CH:24][C:23]([OH:26])=[CH:22][C:19]=4[C:20](=[O:21])[C:10]=1[C:11]=23)[CH2:4][CH3:5].O.Cl.Cl.[C:30](O)(=[O:34])[CH2:31][CH2:32][CH3:33].Cl.CN(C)CCCN=C=NCC.C(N(CC)CC)C, predict the reaction product. (3) Given the reactants C(OC(C1C=C([C:12]2[CH:17]=[CH:16][C:15]([CH2:18][S:19][CH2:20][CH2:21][O:22][C:23]3[CH:28]=[CH:27][CH:26]=[CH:25][CH:24]=3)=[CH:14][CH:13]=2)C=CC=1)=O)C.[CH2:29]([O:31][C:32]([C:34]1[CH:39]=[CH:38][C:37](C2C=CC(CSCCO)=CC=2)=[CH:36][CH:35]=1)=[O:33])[CH3:30].C1(O)C=CC=CC=1.C1(P(C2C=CC=CC=2)C2C=CC=CC=2)C=CC=CC=1, predict the reaction product. The product is: [CH2:29]([O:31][C:32]([C:34]1[CH:39]=[CH:38][C:37]([C:12]2[CH:17]=[CH:16][C:15]([CH2:18][S:19][CH2:20][CH2:21][O:22][C:23]3[CH:28]=[CH:27][CH:26]=[CH:25][CH:24]=3)=[CH:14][CH:13]=2)=[CH:36][CH:35]=1)=[O:33])[CH3:30]. (4) Given the reactants [CH3:1][O:2][C:3]1[CH:4]=[C:5]2[C:10](=[CH:11][CH:12]=1)[N:9]=[CH:8][CH:7]=[C:6]2[S:13][C:14]1([C:18]([O:20]CC)=[O:19])[CH2:17][CH2:16][CH2:15]1.[OH-].[Na+], predict the reaction product. The product is: [CH3:1][O:2][C:3]1[CH:4]=[C:5]2[C:10](=[CH:11][CH:12]=1)[N:9]=[CH:8][CH:7]=[C:6]2[S:13][C:14]1([C:18]([OH:20])=[O:19])[CH2:17][CH2:16][CH2:15]1. (5) Given the reactants [F:1][C:2]([F:19])([F:18])[C:3]1[CH:8]=[CH:7][C:6]([C:9]([F:12])([F:11])[F:10])=[CH:5][C:4]=1[CH:13]([NH2:17])[CH2:14][CH2:15][CH3:16].[F:20][C:21]([F:31])([F:30])[C:22]1[CH:29]=[CH:28][C:25]([CH:26]=O)=[CH:24][CH:23]=1, predict the reaction product. The product is: [F:1][C:2]([F:18])([F:19])[C:3]1[CH:8]=[CH:7][C:6]([C:9]([F:10])([F:11])[F:12])=[CH:5][C:4]=1[CH:13](/[N:17]=[CH:26]/[C:25]1[CH:24]=[CH:23][C:22]([C:21]([F:20])([F:30])[F:31])=[CH:29][CH:28]=1)[CH2:14][CH2:15][CH3:16]. (6) Given the reactants C[N:2]1CCN(C2C=CC(NC3C4[N:17]([N:29]=[CH:30]N=4)[C:18]([C:21]4C=C(C(N)=O)SC=4)=CN=3)=CC=2)CC1.Br[C:33]1[N:38]2[N:39]=[CH:40][N:41]=[C:37]2[C:36]([NH:42][C:43]2[CH:58]=[CH:57][C:46]([C:47]([NH:49][CH2:50][C:51]3[CH:52]=[N:53][CH:54]=[CH:55][CH:56]=3)=[O:48])=[CH:45][CH:44]=2)=[N:35][CH:34]=1.CC1(C)C(C)(C)OB(C2C=NNC=2)O1, predict the reaction product. The product is: [NH3:2].[NH:17]1[CH:18]=[C:21]([C:33]2[N:38]3[N:39]=[CH:40][N:41]=[C:37]3[C:36]([NH:42][C:43]3[CH:58]=[CH:57][C:46]([C:47]([NH:49][CH2:50][C:51]4[CH:52]=[N:53][CH:54]=[CH:55][CH:56]=4)=[O:48])=[CH:45][CH:44]=3)=[N:35][CH:34]=2)[CH:30]=[N:29]1. (7) Given the reactants COC1C=CC(C[N:8]2[C:26](=[O:27])[N:25]3[CH:21]([CH2:22][CH:23]([O:28][C:29]4[CH:34]=[C:33]([C:35]5[CH:40]=[CH:39][CH:38]=[CH:37][CH:36]=5)[N:32]=[C:31]([O:41][CH3:42])[N:30]=4)[CH2:24]3)[C:20](=[O:43])[NH:19][C:18]3([C:44]([NH:46][S:47]([CH:50]4[CH2:52][CH2:51]4)(=[O:49])=[O:48])=[O:45])[CH:16]([CH2:17]3)[CH:15]=[CH:14][CH2:13][CH2:12][CH2:11][CH2:10][CH2:9]2)=CC=1.C(Cl)Cl.C([O-])(O)=O.[Na+], predict the reaction product. The product is: [CH3:42][O:41][C:31]1[N:30]=[C:29]([O:28][CH:23]2[CH2:22][CH:21]3[N:25]([C:26](=[O:27])[NH:8][CH2:9][CH2:10][CH2:11][CH2:12][CH2:13][CH:14]=[CH:15][CH:16]4[C:18]([C:44]([NH:46][S:47]([CH:50]5[CH2:51][CH2:52]5)(=[O:48])=[O:49])=[O:45])([NH:19][C:20]3=[O:43])[CH2:17]4)[CH2:24]2)[CH:34]=[C:33]([C:35]2[CH:36]=[CH:37][CH:38]=[CH:39][CH:40]=2)[N:32]=1. (8) Given the reactants [OH:1][C:2]1[CH:11]=[CH:10][CH:9]=[C:8]2[C:3]=1[CH2:4][CH2:5][C:6](=[O:12])[NH:7]2.[Si:13](Cl)([C:16]([CH3:19])([CH3:18])[CH3:17])([CH3:15])[CH3:14].N1C=CN=C1.O, predict the reaction product. The product is: [CH3:17][C:16]([Si:13]([CH3:15])([CH3:14])[O:1][C:2]1[CH:11]=[CH:10][CH:9]=[C:8]2[C:3]=1[CH2:4][CH2:5][C:6](=[O:12])[NH:7]2)([CH3:19])[CH3:18]. (9) The product is: [CH2:15]([O:17][C:18]([CH:20]1[CH2:21][CH2:22][N:23]([C:26]2[CH:27]=[CH:28][C:29]([C:32](=[O:33])[NH:12][C:9]3[CH:10]=[C:11]4[C:6]([CH:5]=[CH:4][N:3]4[CH2:1][CH3:2])=[CH:7][CH:8]=3)=[CH:30][CH:31]=2)[CH2:24][CH2:25]1)=[O:19])[CH3:16]. Given the reactants [CH2:1]([N:3]1[C:11]2[C:6](=[CH:7][CH:8]=[C:9]([N+:12]([O-])=O)[CH:10]=2)[CH:5]=[CH:4]1)[CH3:2].[CH2:15]([O:17][C:18]([CH:20]1[CH2:25][CH2:24][N:23]([C:26]2[CH:31]=[CH:30][C:29]([C:32](O)=[O:33])=[CH:28][CH:27]=2)[CH2:22][CH2:21]1)=[O:19])[CH3:16].CCN=C=NCCCN(C)C.CCOC(C)=O, predict the reaction product.